This data is from Peptide-MHC class I binding affinity with 185,985 pairs from IEDB/IMGT. The task is: Regression. Given a peptide amino acid sequence and an MHC pseudo amino acid sequence, predict their binding affinity value. This is MHC class I binding data. (1) The binding affinity (normalized) is 0.138. The MHC is HLA-A03:01 with pseudo-sequence HLA-A03:01. The peptide sequence is PVVAAIITR. (2) The peptide sequence is NSVKNSSSF. The MHC is H-2-Kb with pseudo-sequence H-2-Kb. The binding affinity (normalized) is 0.00638. (3) The peptide sequence is WLVHRQWFL. The MHC is HLA-A02:01 with pseudo-sequence HLA-A02:01. The binding affinity (normalized) is 0.860. (4) The peptide sequence is AVGIGLRLV. The MHC is HLA-A02:03 with pseudo-sequence HLA-A02:03. The binding affinity (normalized) is 0.279. (5) The peptide sequence is WDFISTPPLV. The MHC is Mamu-A11 with pseudo-sequence Mamu-A11. The binding affinity (normalized) is 0.261. (6) The peptide sequence is RAMASDFNL. The MHC is HLA-A02:06 with pseudo-sequence HLA-A02:06. The binding affinity (normalized) is 0.635.